Dataset: Full USPTO retrosynthesis dataset with 1.9M reactions from patents (1976-2016). Task: Predict the reactants needed to synthesize the given product. (1) Given the product [O:46]1[CH2:45][CH:44]([N:41]2[CH2:42][CH2:43][N:38]([C:35]3[CH:34]=[CH:33][C:32]([NH:31][C:29]4[N:28]=[CH:27][N:26]=[C:25]([C:22]5[CH:23]=[CH:24][C:17]([O:15][C@H:13]([CH:10]6[CH2:11][CH2:12][O:7][CH2:8][CH2:9]6)[CH3:14])=[C:18]([CH:21]=5)[C:19]#[N:20])[N:30]=4)=[CH:37][CH:36]=3)[CH2:39][CH2:40]2)[CH2:47]1, predict the reactants needed to synthesize it. The reactants are: CC(C)([O-])C.[K+].[O:7]1[CH2:12][CH2:11][CH:10]([C@@H:13]([OH:15])[CH3:14])[CH2:9][CH2:8]1.F[C:17]1[CH:24]=[CH:23][C:22]([C:25]2[N:30]=[C:29]([NH:31][C:32]3[CH:37]=[CH:36][C:35]([N:38]4[CH2:43][CH2:42][N:41]([CH:44]5[CH2:47][O:46][CH2:45]5)[CH2:40][CH2:39]4)=[CH:34][CH:33]=3)[N:28]=[CH:27][N:26]=2)=[CH:21][C:18]=1[C:19]#[N:20]. (2) Given the product [CH2:25]([N:22]1[C:17]2=[N:18][C:19]([CH2:20][CH3:21])=[C:14]([CH2:13][NH:12][C:4](=[O:5])[C:3]3[CH:7]=[CH:8][C:9]([F:11])=[CH:10][C:2]=3[F:1])[C:15]([NH:27][CH:28]3[CH2:29][CH2:30][O:31][CH2:32][CH2:33]3)=[C:16]2[CH:24]=[N:23]1)[CH3:26], predict the reactants needed to synthesize it. The reactants are: [F:1][C:2]1[CH:10]=[C:9]([F:11])[CH:8]=[CH:7][C:3]=1[C:4](Cl)=[O:5].[NH2:12][CH2:13][C:14]1[C:19]([CH2:20][CH3:21])=[N:18][C:17]2[N:22]([CH2:25][CH3:26])[N:23]=[CH:24][C:16]=2[C:15]=1[NH:27][CH:28]1[CH2:33][CH2:32][O:31][CH2:30][CH2:29]1.CCN(C(C)C)C(C)C.